From a dataset of Catalyst prediction with 721,799 reactions and 888 catalyst types from USPTO. Predict which catalyst facilitates the given reaction. (1) Reactant: [CH2:1]([O:8][C:9]1[C:14](=[O:15])[N:13]2[CH:16]=[C:17]([N:20]3[CH2:25][CH2:24][O:23][CH2:22][CH2:21]3)[CH:18]=[CH:19][C:12]2=[N:11][C:10]=1[C:26]([NH:28][O:29][C:30](=O)[CH2:31][C:32]1[CH:37]=[CH:36][C:35]([F:38])=[CH:34][CH:33]=1)=[NH:27])[C:2]1[CH:7]=[CH:6][CH:5]=[CH:4][CH:3]=1. Product: [CH2:1]([O:8][C:9]1[C:14](=[O:15])[N:13]2[CH:16]=[C:17]([N:20]3[CH2:21][CH2:22][O:23][CH2:24][CH2:25]3)[CH:18]=[CH:19][C:12]2=[N:11][C:10]=1[C:26]1[N:27]=[C:30]([CH2:31][C:32]2[CH:33]=[CH:34][C:35]([F:38])=[CH:36][CH:37]=2)[O:29][N:28]=1)[C:2]1[CH:3]=[CH:4][CH:5]=[CH:6][CH:7]=1. The catalyst class is: 11. (2) Reactant: C[O:2][C:3](=[O:28])[CH:4]([N:11]1[C:16](=[O:17])[CH:15]=[C:14]([O:18][C:19]2[CH:27]=[CH:26][CH:25]=[C:24]3[C:20]=2[CH:21]=[CH:22][NH:23]3)[CH:13]=[N:12]1)[CH2:5][CH:6]1[CH2:10][CH2:9][CH2:8][CH2:7]1.[OH-].[Na+].Cl. Product: [CH:6]1([CH2:5][CH:4]([N:11]2[C:16](=[O:17])[CH:15]=[C:14]([O:18][C:19]3[CH:27]=[CH:26][CH:25]=[C:24]4[C:20]=3[CH:21]=[CH:22][NH:23]4)[CH:13]=[N:12]2)[C:3]([OH:28])=[O:2])[CH2:10][CH2:9][CH2:8][CH2:7]1. The catalyst class is: 24. (3) Reactant: C(NC(C)C)(C)C.C([Li])CCC.[C:13]([CH:15]1[CH2:18][N:17]([C:19]([O:21][C:22]([CH3:25])([CH3:24])[CH3:23])=[O:20])[CH2:16]1)#[N:14].N1([CH2:35][OH:36])C2C=CC=CC=2N=N1.[NH4+].[Cl-]. Product: [C:13]([C:15]1([CH2:35][OH:36])[CH2:18][N:17]([C:19]([O:21][C:22]([CH3:25])([CH3:24])[CH3:23])=[O:20])[CH2:16]1)#[N:14]. The catalyst class is: 134. (4) Reactant: [Cl:1][C:2]1[CH:7]=[CH:6][C:5]([S:8][C:9]2[CH:16]=[CH:15][C:12]([CH:13]=[O:14])=[CH:11][CH:10]=2)=[CH:4][CH:3]=1.ClC1C=C(C=CC=1)C(OO)=[O:22].[OH-].[K+]. Product: [Cl:1][C:2]1[CH:7]=[CH:6][C:5]([S:8]([C:9]2[CH:16]=[CH:15][C:12]([CH:13]=[O:14])=[CH:11][CH:10]=2)=[O:22])=[CH:4][CH:3]=1. The catalyst class is: 2. (5) Reactant: F.[Si](O[C:10]1[C:15]2[N:16]=[C:17]([C:19]3[CH:24]=[CH:23][C:22]([O:25][Si](C(C)(C)C)(C)C)=[C:21]([F:33])[CH:20]=3)[O:18][C:14]=2[C:13]([CH:34]=[CH2:35])=[CH:12][CH:11]=1)(C(C)(C)C)(C)C.C1C[O:39]CC1.C(#N)C. Product: [F:33][C:21]1[CH:20]=[C:19]([C:17]2[O:18][C:14]3[C:13]([CH:34]=[CH2:35])=[CH:12][C:11]([OH:39])=[CH:10][C:15]=3[N:16]=2)[CH:24]=[CH:23][C:22]=1[OH:25]. The catalyst class is: 6. (6) Reactant: [OH:1][C:2]1[CH:7]=[CH:6][C:5]([C:8](=[O:10])[CH3:9])=[CH:4][C:3]=1[O:11][CH3:12].C(=O)([O-])[O-].[K+].[K+].CN(C=O)C.[Br:24][C:25]1[CH:30]=[CH:29][C:28]([CH2:31]Br)=[C:27]([F:33])[CH:26]=1. Product: [Br:24][C:25]1[CH:30]=[CH:29][C:28]([CH2:31][O:1][C:2]2[CH:7]=[CH:6][C:5]([C:8](=[O:10])[CH3:9])=[CH:4][C:3]=2[O:11][CH3:12])=[C:27]([F:33])[CH:26]=1. The catalyst class is: 72. (7) Reactant: [CH2:1]([O:19][C:20]1[CH:21]=[C:22]([CH:45]2[O:49][CH:48]([CH2:50][OH:51])[CH2:47][O:46]2)[CH:23]=[C:24]([O:26][CH2:27][CH2:28][CH2:29][CH2:30][CH2:31][CH2:32][CH2:33][CH2:34]/[CH:35]=[CH:36]\[CH2:37][CH2:38][CH2:39][CH2:40][CH2:41][CH2:42][CH2:43][CH3:44])[CH:25]=1)[CH2:2][CH2:3][CH2:4][CH2:5][CH2:6][CH2:7][CH2:8]/[CH:9]=[CH:10]\[CH2:11][CH2:12][CH2:13][CH2:14][CH2:15][CH2:16][CH2:17][CH3:18].[CH3:52][N:53]([CH3:58])[CH2:54][C:55](O)=[O:56].CN(C(ON1N=NC2C=CC=NC1=2)=[N+](C)C)C.F[P-](F)(F)(F)(F)F.N1C=CC=CC=1. Product: [CH3:52][N:53]([CH3:58])[CH2:54][C:55]([O:51][CH2:50][CH:48]1[CH2:47][O:46][CH:45]([C:22]2[CH:23]=[C:24]([O:26][CH2:27][CH2:28][CH2:29][CH2:30][CH2:31][CH2:32][CH2:33][CH2:34]/[CH:35]=[CH:36]\[CH2:37][CH2:38][CH2:39][CH2:40][CH2:41][CH2:42][CH2:43][CH3:44])[CH:25]=[C:20]([O:19][CH2:1][CH2:2][CH2:3][CH2:4][CH2:5][CH2:6][CH2:7][CH2:8]/[CH:9]=[CH:10]\[CH2:11][CH2:12][CH2:13][CH2:14][CH2:15][CH2:16][CH2:17][CH3:18])[CH:21]=2)[O:49]1)=[O:56]. The catalyst class is: 2. (8) Reactant: [CH:1]1([C:4]2[N:8]([CH2:9][C:10]3[C:15]([F:16])=[CH:14][C:13]([O:17][CH2:18][CH3:19])=[CH:12][C:11]=3[F:20])[N:7]=[C:6]([C:21]3[N:26]=[C:25]([NH2:27])[C:24]([NH2:28])=[C:23]([NH2:29])[N:22]=3)[C:5]=2[CH3:30])[CH2:3][CH2:2]1.C(N(CC)CC)C.[CH2:38]([S:40](Cl)(=[O:42])=[O:41])[CH3:39]. Product: [NH2:29][C:23]1[C:24]([NH:28][S:40]([CH2:38][CH3:39])(=[O:42])=[O:41])=[C:25]([NH2:27])[N:26]=[C:21]([C:6]2[C:5]([CH3:30])=[C:4]([CH:1]3[CH2:3][CH2:2]3)[N:8]([CH2:9][C:10]3[C:15]([F:16])=[CH:14][C:13]([O:17][CH2:18][CH3:19])=[CH:12][C:11]=3[F:20])[N:7]=2)[N:22]=1. The catalyst class is: 3.